Dataset: Full USPTO retrosynthesis dataset with 1.9M reactions from patents (1976-2016). Task: Predict the reactants needed to synthesize the given product. (1) Given the product [OH:9][C:10]1[CH:11]=[C:12]([CH:15]=[CH:16][C:17]=1[O:18][CH2:1][C:2]1[CH:7]=[CH:6][CH:5]=[CH:4][CH:3]=1)[CH:13]=[O:14], predict the reactants needed to synthesize it. The reactants are: [CH2:1](Br)[C:2]1[CH:7]=[CH:6][CH:5]=[CH:4][CH:3]=1.[OH:9][C:10]1[CH:11]=[C:12]([CH:15]=[CH:16][C:17]=1[OH:18])[CH:13]=[O:14].C(=O)([O-])[O-].[Cs+].[Cs+]. (2) Given the product [CH3:16][N:14]1[CH:15]=[C:11]([C:8]2[N:9]=[C:10]3[C:2]([C:29]#[C:28][Si:25]([CH3:27])([CH3:26])[CH3:24])=[CH:3][N:4]([C:17]([O:19][C:20]([CH3:23])([CH3:22])[CH3:21])=[O:18])[C:5]3=[N:6][CH:7]=2)[CH:12]=[N:13]1, predict the reactants needed to synthesize it. The reactants are: I[C:2]1[C:10]2[C:5](=[N:6][CH:7]=[C:8]([C:11]3[CH:12]=[N:13][N:14]([CH3:16])[CH:15]=3)[N:9]=2)[N:4]([C:17]([O:19][C:20]([CH3:23])([CH3:22])[CH3:21])=[O:18])[CH:3]=1.[CH3:24][Si:25]([C:28]#[CH:29])([CH3:27])[CH3:26].C(N(CC)CC)C.